This data is from Forward reaction prediction with 1.9M reactions from USPTO patents (1976-2016). The task is: Predict the product of the given reaction. (1) Given the reactants Br[C:2]1[CH:3]=[CH:4][C:5]2[NH:11][C:10](=[O:12])[CH2:9][O:8][C:7]([CH2:18][CH3:19])([C:13]3[S:14][CH:15]=[CH:16][CH:17]=3)[C:6]=2[CH:20]=1.Br[C:22]1[CH:23]=[CH:24][C:25]([F:30])=[C:26]([CH:29]=1)[C:27]#[N:28], predict the reaction product. The product is: [CH2:18]([C:7]1([C:13]2[S:14][CH:15]=[CH:16][CH:17]=2)[C:6]2[CH:20]=[C:2]([C:22]3[CH:23]=[CH:24][C:25]([F:30])=[C:26]([CH:29]=3)[C:27]#[N:28])[CH:3]=[CH:4][C:5]=2[NH:11][C:10](=[O:12])[CH2:9][O:8]1)[CH3:19]. (2) The product is: [CH3:20][O:21][C:22]1[CH:23]=[C:24]([NH:25][C:2]2[N:11]=[C:10]([C:12]3[CH:13]=[C:14]([CH:17]=[CH:18][CH:19]=3)[C:15]#[N:16])[C:9]3[C:4](=[CH:5][CH:6]=[CH:7][CH:8]=3)[N:3]=2)[CH:26]=[CH:27][C:28]=1[O:29][CH3:30]. Given the reactants Cl[C:2]1[N:11]=[C:10]([C:12]2[CH:13]=[C:14]([CH:17]=[CH:18][CH:19]=2)[C:15]#[N:16])[C:9]2[C:4](=[CH:5][CH:6]=[CH:7][CH:8]=2)[N:3]=1.[CH3:20][O:21][C:22]1[CH:23]=[C:24]([CH:26]=[CH:27][C:28]=1[O:29][CH3:30])[NH2:25], predict the reaction product. (3) Given the reactants C(=O)([O-])[O-].[Cs+].[Cs+].[Cl:7][C:8]1[CH:9]=[C:10]([CH:22]=[CH:23][CH:24]=1)[C:11]([NH:13][C:14]1[CH:19]=[CH:18][C:17]([CH3:20])=[C:16]([OH:21])[CH:15]=1)=[O:12].[CH2:25]([O:27][C:28]([C:30]1[C:31]2[S:39][CH:38]=[C:37]([CH2:40]Br)[C:32]=2[C:33]([Cl:36])=[N:34][CH:35]=1)=[O:29])[CH3:26], predict the reaction product. The product is: [CH2:25]([O:27][C:28]([C:30]1[C:31]2[S:39][CH:38]=[C:37]([CH2:40][O:21][C:16]3[CH:15]=[C:14]([NH:13][C:11](=[O:12])[C:10]4[CH:22]=[CH:23][CH:24]=[C:8]([Cl:7])[CH:9]=4)[CH:19]=[CH:18][C:17]=3[CH3:20])[C:32]=2[C:33]([Cl:36])=[N:34][CH:35]=1)=[O:29])[CH3:26]. (4) Given the reactants [C:1]([O:4][CH2:5][CH2:6][CH2:7][CH:8]=[O:9])(=[O:3])[CH3:2], predict the reaction product. The product is: [C:1]([O:4][CH2:5][CH2:6][CH2:7][CH2:8][OH:9])(=[O:3])[CH3:2]. (5) The product is: [Cl:1][C:2]1[CH:7]=[CH:6][C:5]([CH:8]([C:19]2[CH:24]=[CH:23][C:22]([S:25]([CH3:28])(=[O:26])=[O:27])=[CH:21][CH:20]=2)[CH2:9]/[C:10](/[C:12]2[CH:13]=[CH:14][C:15](=[O:18])[N:16]([CH2:31][CH2:32][O:33][CH3:34])[CH:17]=2)=[N:42]\[OH:43])=[C:4]([CH3:29])[CH:3]=1. Given the reactants [Cl:1][C:2]1[CH:7]=[CH:6][C:5]([CH:8]([C:19]2[CH:24]=[CH:23][C:22]([S:25]([CH3:28])(=[O:27])=[O:26])=[CH:21][CH:20]=2)[CH2:9][C:10]([C:12]2[CH:13]=[CH:14][C:15](=[O:18])[NH:16][CH:17]=2)=O)=[C:4]([CH3:29])[CH:3]=1.Br[CH2:31][CH2:32][O:33][CH3:34].C(=O)([O-])[O-].[K+].[K+].Cl.[NH2:42][OH:43].C(=O)([O-])O.[Na+], predict the reaction product.